Dataset: Forward reaction prediction with 1.9M reactions from USPTO patents (1976-2016). Task: Predict the product of the given reaction. (1) The product is: [CH3:35][N:6]1[C:7]([C:8]2[CH:13]=[C:12]([O:14][C:15]3[CH:16]=[CH:17][C:18]([NH:21][C:22]([NH:24][C:25]4[CH:30]=[CH:29][CH:28]=[C:27]([C:31]([F:32])([F:34])[F:33])[CH:26]=4)=[O:23])=[CH:19][CH:20]=3)[CH:11]=[CH:10][N:9]=2)=[N:3][N:4]=[N:5]1. Given the reactants IC.[NH:3]1[C:7]([C:8]2[CH:13]=[C:12]([O:14][C:15]3[CH:20]=[CH:19][C:18]([NH:21][C:22]([NH:24][C:25]4[CH:30]=[CH:29][CH:28]=[C:27]([C:31]([F:34])([F:33])[F:32])[CH:26]=4)=[O:23])=[CH:17][CH:16]=3)[CH:11]=[CH:10][N:9]=2)=[N:6][N:5]=[N:4]1.[C:35](=O)([O-])[O-].[K+].[K+], predict the reaction product. (2) The product is: [F:1][C:2]1[CH:3]=[C:4]([CH:5]=[CH:6][C:7]=1[O:8][C:9]1[CH:10]=[N:11][C:12]([C:15]([F:16])([F:17])[F:18])=[CH:13][CH:14]=1)[CH2:19][O:20][C:34]1[CH:35]=[C:36]2[NH:28][C@@H:29]([CH3:39])[CH2:30][N:31]2[C:32](=[O:38])[N:33]=1. Given the reactants [F:1][C:2]1[CH:3]=[C:4]([CH2:19][OH:20])[CH:5]=[CH:6][C:7]=1[O:8][C:9]1[CH:10]=[N:11][C:12]([C:15]([F:18])([F:17])[F:16])=[CH:13][CH:14]=1.C(OC([N:28]1[C:36]2[N:31]([C:32](=[O:38])[N:33]=[C:34](Cl)[CH:35]=2)[CH2:30][C@@H:29]1[CH3:39])=O)(C)(C)C, predict the reaction product. (3) Given the reactants CS(O)(=O)=[O:3].[NH2:6][CH2:7][C:8]1[CH:9]=[C:10]2[C:14](=[CH:15][CH:16]=1)[C:13](=[O:17])[N:12]([CH:18]1[CH2:23][CH2:22][C:21](=[O:24])[NH:20][C:19]1=[O:25])[CH2:11]2.C1N=CN([C:31]([N:33]2C=N[CH:35]=[CH:34]2)=[O:32])C=1.[Si](ONC1C=[CH:51][C:50]([CH3:53])=[CH:49][CH:48]=1)(C(C)(C)C)(C)C, predict the reaction product. The product is: [O:25]=[C:19]1[CH:18]([N:12]2[CH2:11][C:10]3[C:14](=[CH:15][CH:16]=[C:8]([CH2:7][NH:6][C:31]([NH:33][C:34]4[CH:35]=[CH:51][C:50]([CH3:53])=[C:49]([OH:3])[CH:48]=4)=[O:32])[CH:9]=3)[C:13]2=[O:17])[CH2:23][CH2:22][C:21](=[O:24])[NH:20]1.